From a dataset of NCI-60 drug combinations with 297,098 pairs across 59 cell lines. Regression. Given two drug SMILES strings and cell line genomic features, predict the synergy score measuring deviation from expected non-interaction effect. (1) Drug 1: CC1OCC2C(O1)C(C(C(O2)OC3C4COC(=O)C4C(C5=CC6=C(C=C35)OCO6)C7=CC(=C(C(=C7)OC)O)OC)O)O. Drug 2: C1CC(=O)NC(=O)C1N2C(=O)C3=CC=CC=C3C2=O. Cell line: PC-3. Synergy scores: CSS=17.5, Synergy_ZIP=-4.76, Synergy_Bliss=-3.70, Synergy_Loewe=-9.17, Synergy_HSA=-1.83. (2) Drug 1: CCC1(CC2CC(C3=C(CCN(C2)C1)C4=CC=CC=C4N3)(C5=C(C=C6C(=C5)C78CCN9C7C(C=CC9)(C(C(C8N6C)(C(=O)OC)O)OC(=O)C)CC)OC)C(=O)OC)O.OS(=O)(=O)O. Drug 2: CN(CCCl)CCCl.Cl. Cell line: NCI/ADR-RES. Synergy scores: CSS=-5.67, Synergy_ZIP=4.55, Synergy_Bliss=3.64, Synergy_Loewe=-7.26, Synergy_HSA=-7.54. (3) Drug 1: CC(C1=C(C=CC(=C1Cl)F)Cl)OC2=C(N=CC(=C2)C3=CN(N=C3)C4CCNCC4)N. Drug 2: CC1CCCC2(C(O2)CC(NC(=O)CC(C(C(=O)C(C1O)C)(C)C)O)C(=CC3=CSC(=N3)C)C)C. Cell line: MALME-3M. Synergy scores: CSS=8.59, Synergy_ZIP=5.43, Synergy_Bliss=2.87, Synergy_Loewe=-3.02, Synergy_HSA=0.0756. (4) Drug 1: C1CN1P(=S)(N2CC2)N3CC3. Drug 2: CN(C(=O)NC(C=O)C(C(C(CO)O)O)O)N=O. Cell line: DU-145. Synergy scores: CSS=37.1, Synergy_ZIP=-1.70, Synergy_Bliss=-5.24, Synergy_Loewe=-34.8, Synergy_HSA=-5.60. (5) Drug 1: CC1CC2CCC3C(=C)CC(O3)CCC45CC6C(O4)C7C(O6)C(O5)C8C(O7)CCC(O8)CC(=O)CC9C(CC(C1=C)O2)OC(C9OC)CC(CN)O.CS(=O)(=O)O. Drug 2: CC1C(C(CC(O1)OC2CC(CC3=C2C(=C4C(=C3O)C(=O)C5=CC=CC=C5C4=O)O)(C(=O)C)O)N)O. Cell line: SNB-19. Synergy scores: CSS=46.2, Synergy_ZIP=-3.56, Synergy_Bliss=-4.71, Synergy_Loewe=0.526, Synergy_HSA=1.72. (6) Drug 1: CC1=CC2C(CCC3(C2CCC3(C(=O)C)OC(=O)C)C)C4(C1=CC(=O)CC4)C. Drug 2: CC1C(C(CC(O1)OC2CC(CC3=C2C(=C4C(=C3O)C(=O)C5=C(C4=O)C(=CC=C5)OC)O)(C(=O)CO)O)N)O.Cl. Cell line: HT29. Synergy scores: CSS=52.9, Synergy_ZIP=8.68, Synergy_Bliss=8.87, Synergy_Loewe=-24.1, Synergy_HSA=7.45. (7) Drug 1: CN(CCCl)CCCl.Cl. Synergy scores: CSS=18.0, Synergy_ZIP=-5.77, Synergy_Bliss=4.56, Synergy_Loewe=2.96, Synergy_HSA=6.23. Drug 2: COCCOC1=C(C=C2C(=C1)C(=NC=N2)NC3=CC=CC(=C3)C#C)OCCOC.Cl. Cell line: CAKI-1. (8) Drug 1: CS(=O)(=O)CCNCC1=CC=C(O1)C2=CC3=C(C=C2)N=CN=C3NC4=CC(=C(C=C4)OCC5=CC(=CC=C5)F)Cl. Drug 2: C1CN(CCN1C(=O)CCBr)C(=O)CCBr. Cell line: OVCAR-8. Synergy scores: CSS=16.9, Synergy_ZIP=-7.59, Synergy_Bliss=-2.33, Synergy_Loewe=-5.49, Synergy_HSA=-2.93.